The task is: Predict the reactants needed to synthesize the given product.. This data is from Full USPTO retrosynthesis dataset with 1.9M reactions from patents (1976-2016). (1) Given the product [N:11]1([C:8]2[CH:7]=[CH:6][C:5]([CH2:4][C:3]([OH:20])=[O:2])=[CH:10][CH:9]=2)[C:19]2[CH:18]=[CH:17][N:16]=[CH:15][C:14]=2[N:13]=[CH:12]1.[ClH:21], predict the reactants needed to synthesize it. The reactants are: C[O:2][C:3](=[O:20])[CH2:4][C:5]1[CH:10]=[CH:9][C:8]([N:11]2[C:19]3[CH:18]=[CH:17][N:16]=[CH:15][C:14]=3[N:13]=[CH:12]2)=[CH:7][CH:6]=1.[ClH:21]. (2) Given the product [Cl:13][C:12]1[CH:11]=[CH:10][S:9][C:8]=1[C:5]1[CH:6]=[CH:7][C:2]([B:14]2[O:18][C:17]([CH3:20])([CH3:19])[C:16]([CH3:22])([CH3:21])[O:15]2)=[CH:3][CH:4]=1, predict the reactants needed to synthesize it. The reactants are: Br[C:2]1[CH:7]=[CH:6][C:5]([C:8]2[S:9][CH:10]=[CH:11][C:12]=2[Cl:13])=[CH:4][CH:3]=1.[B:14]1([B:14]2[O:18][C:17]([CH3:20])([CH3:19])[C:16]([CH3:22])([CH3:21])[O:15]2)[O:18][C:17]([CH3:20])([CH3:19])[C:16]([CH3:22])([CH3:21])[O:15]1.CC([O-])=O.[K+]. (3) Given the product [OH-:34].[OH-:40].[C:33]([CH2:32][N+:5]([CH3:18])([CH2:6][CH2:7][CH2:8][CH2:9][CH2:10][CH2:11][CH2:12][CH2:13][CH2:14][CH2:15][CH2:16][CH3:17])[CH2:4][CH2:3][N+:2]([CH2:39][C:37]([OH:40])=[O:41])([CH3:1])[CH2:19][CH2:20][CH2:21][CH2:22][CH2:23][CH2:24][CH2:25][CH2:26][CH2:27][CH2:28][CH2:29][CH3:30])([OH:35])=[O:34], predict the reactants needed to synthesize it. The reactants are: [CH3:1][N:2]([CH2:19][CH2:20][CH2:21][CH2:22][CH2:23][CH2:24][CH2:25][CH2:26][CH2:27][CH2:28][CH2:29][CH3:30])[CH2:3][CH2:4][N:5]([CH3:18])[CH2:6][CH2:7][CH2:8][CH2:9][CH2:10][CH2:11][CH2:12][CH2:13][CH2:14][CH2:15][CH2:16][CH3:17].I[CH2:32][C:33]([O-:35])=[O:34].[Na+].[CH:37]([OH:40])([CH3:39])C.[OH2:41].